This data is from M1 muscarinic receptor antagonist screen with 61,756 compounds. The task is: Binary Classification. Given a drug SMILES string, predict its activity (active/inactive) in a high-throughput screening assay against a specified biological target. (1) The compound is Clc1c(c2noc(c2C(=O)Nc2c(ccc(c2)c2nc3n(c2)cccn3)C)C)cccc1. The result is 0 (inactive). (2) The compound is s1c(NCc2occc2)nc(c2ccc(O)cc2)c1. The result is 0 (inactive). (3) The drug is O=c1n2c(nc3n(Cc4ccccc4)c(=N)c(cc13)C(=O)NCc1occc1)cccc2. The result is 1 (active). (4) The molecule is Fc1ccc(C(/O)=C2/C(N(CCN(C)C)C(=O)C2=O)c2ccccc2)cc1. The result is 0 (inactive).